Task: Predict the product of the given reaction.. Dataset: Forward reaction prediction with 1.9M reactions from USPTO patents (1976-2016) Given the reactants FC(F)(F)C(O)=O.[F:8][C:9]([F:33])([F:32])[O:10][C:11]1[CH:16]=[CH:15][C:14]([N:17]2[CH:21]=[N:20][C:19]([C:22]3[CH:23]=[C:24]4[C:28](=[CH:29][CH:30]=3)[CH2:27][CH:26]([NH2:31])[CH2:25]4)=[N:18]2)=[CH:13][CH:12]=1, predict the reaction product. The product is: [F:33][C:9]([F:8])([F:32])[O:10][C:11]1[CH:16]=[CH:15][C:14]([N:17]2[CH:21]=[N:20][C:19]([C:22]3[CH:23]=[C:24]4[C:28](=[CH:29][CH:30]=3)[CH2:27][CH:26]([NH2:31])[CH2:25]4)=[N:18]2)=[CH:13][CH:12]=1.